From a dataset of NCI-60 drug combinations with 297,098 pairs across 59 cell lines. Regression. Given two drug SMILES strings and cell line genomic features, predict the synergy score measuring deviation from expected non-interaction effect. (1) Drug 1: CC1=CC=C(C=C1)C2=CC(=NN2C3=CC=C(C=C3)S(=O)(=O)N)C(F)(F)F. Drug 2: CS(=O)(=O)CCNCC1=CC=C(O1)C2=CC3=C(C=C2)N=CN=C3NC4=CC(=C(C=C4)OCC5=CC(=CC=C5)F)Cl. Cell line: SN12C. Synergy scores: CSS=11.8, Synergy_ZIP=-0.915, Synergy_Bliss=-1.82, Synergy_Loewe=-4.93, Synergy_HSA=-0.455. (2) Drug 1: C1C(C(OC1N2C=NC3=C2NC=NCC3O)CO)O. Drug 2: C1C(C(OC1N2C=NC(=NC2=O)N)CO)O. Cell line: EKVX. Synergy scores: CSS=-6.64, Synergy_ZIP=2.83, Synergy_Bliss=-0.679, Synergy_Loewe=-4.54, Synergy_HSA=-5.93. (3) Drug 1: C1=CN(C(=O)N=C1N)C2C(C(C(O2)CO)O)O.Cl. Drug 2: CC1=C(C(=CC=C1)Cl)NC(=O)C2=CN=C(S2)NC3=CC(=NC(=N3)C)N4CCN(CC4)CCO. Cell line: SF-539. Synergy scores: CSS=45.7, Synergy_ZIP=-2.20, Synergy_Bliss=-7.60, Synergy_Loewe=-6.22, Synergy_HSA=-6.99. (4) Drug 1: CCC1(CC2CC(C3=C(CCN(C2)C1)C4=CC=CC=C4N3)(C5=C(C=C6C(=C5)C78CCN9C7C(C=CC9)(C(C(C8N6C=O)(C(=O)OC)O)OC(=O)C)CC)OC)C(=O)OC)O.OS(=O)(=O)O. Drug 2: COCCOC1=C(C=C2C(=C1)C(=NC=N2)NC3=CC=CC(=C3)C#C)OCCOC.Cl. Cell line: SF-539. Synergy scores: CSS=33.9, Synergy_ZIP=-6.24, Synergy_Bliss=-0.567, Synergy_Loewe=-11.5, Synergy_HSA=1.80.